Dataset: Peptide-MHC class I binding affinity with 185,985 pairs from IEDB/IMGT. Task: Regression. Given a peptide amino acid sequence and an MHC pseudo amino acid sequence, predict their binding affinity value. This is MHC class I binding data. (1) The peptide sequence is RYPGVMYAF. The MHC is HLA-A02:01 with pseudo-sequence HLA-A02:01. The binding affinity (normalized) is 0.0847. (2) The peptide sequence is KNYPASLHK. The MHC is HLA-A30:01 with pseudo-sequence HLA-A30:01. The binding affinity (normalized) is 0.898. (3) The peptide sequence is EPEPHILLF. The MHC is HLA-B40:01 with pseudo-sequence HLA-B40:01. The binding affinity (normalized) is 0.0847. (4) The peptide sequence is AYIDNYNKC. The MHC is Patr-A0701 with pseudo-sequence Patr-A0701. The binding affinity (normalized) is 0.390. (5) The peptide sequence is SVANIDRIK. The MHC is HLA-B51:01 with pseudo-sequence HLA-B51:01. The binding affinity (normalized) is 0.0847. (6) The peptide sequence is KITTESIVIW. The MHC is HLA-A03:01 with pseudo-sequence HLA-A03:01. The binding affinity (normalized) is 0.0717. (7) The MHC is HLA-A02:06 with pseudo-sequence HLA-A02:06. The peptide sequence is NQQVTNSKY. The binding affinity (normalized) is 0.0944. (8) The peptide sequence is GLFDFVNFV. The MHC is HLA-B53:01 with pseudo-sequence HLA-B53:01. The binding affinity (normalized) is 0.